Predict the reactants needed to synthesize the given product. From a dataset of Full USPTO retrosynthesis dataset with 1.9M reactions from patents (1976-2016). (1) Given the product [Cl:1][C:2]1[C:10]([Cl:11])=[CH:9][C:8]([N+:12]([O-:14])=[O:13])=[CH:7][C:3]=1[C:4]([OH:6])=[O:5], predict the reactants needed to synthesize it. The reactants are: [Cl:1][C:2]1[C:10]([Cl:11])=[CH:9][CH:8]=[CH:7][C:3]=1[C:4]([OH:6])=[O:5].[N+:12]([O-])([OH:14])=[O:13]. (2) Given the product [OH:14][C:10]1[CH:9]=[C:8]([C:5]2[N:6]=[CH:7][C:2]([NH:1][C:16](=[O:17])[O:18][C:19]3[CH:24]=[CH:23][CH:22]=[CH:21][CH:20]=3)=[N:3][CH:4]=2)[CH:13]=[CH:12][CH:11]=1, predict the reactants needed to synthesize it. The reactants are: [NH2:1][C:2]1[CH:7]=[N:6][C:5]([C:8]2[CH:13]=[CH:12][CH:11]=[C:10]([OH:14])[CH:9]=2)=[CH:4][N:3]=1.Cl[C:16]([O:18][C:19]1[CH:24]=[CH:23][CH:22]=[CH:21][CH:20]=1)=[O:17].O. (3) Given the product [NH:1]1[CH:5]=[CH:4][CH:3]=[C:2]1[C:16]([C:18]1[CH:19]=[CH:20][C:21]([C:22]([O:24][CH3:25])=[O:23])=[CH:26][CH:27]=1)=[O:17], predict the reactants needed to synthesize it. The reactants are: [NH:1]1[CH:5]=[CH:4][CH:3]=[CH:2]1.C[Mg]Br.N1C=CC=CC=1S[C:16]([C:18]1[CH:27]=[CH:26][C:21]([C:22]([O:24][CH3:25])=[O:23])=[CH:20][CH:19]=1)=[O:17].[Cl-].[NH4+]. (4) Given the product [Cl:2][CH2:3][CH2:4][CH2:5][NH:6][S:8]([CH3:7])(=[O:10])=[O:9], predict the reactants needed to synthesize it. The reactants are: Cl.[Cl:2][CH2:3][CH2:4][CH2:5][NH2:6].[CH3:7][S:8](Cl)(=[O:10])=[O:9].